Dataset: Reaction yield outcomes from USPTO patents with 853,638 reactions. Task: Predict the reaction yield, written as a fraction of the theoretical maximum amount of product (1.0 means a 100% yield; for example, 0.34 means a 34% yield). (1) The reactants are C(OC(=O)[NH:7][CH:8]1[CH:15]2[CH:11]([CH2:12][N:13]([C:16]3[C:25]([O:26][CH3:27])=[C:24]4[C:19]([C:20](=[O:33])[N:21]([NH2:32])[C:22](=[O:31])[N:23]4[CH:28]4[CH2:30][CH2:29]4)=[CH:18][C:17]=3[F:34])[CH2:14]2)[CH2:10][CH2:9]1)(C)(C)C.Cl. The catalyst is C(OCC)(=O)C.C(O)C. The product is [NH2:32][N:21]1[C:20](=[O:33])[C:19]2[C:24](=[C:25]([O:26][CH3:27])[C:16]([N:13]3[CH2:14][CH:15]4[CH:8]([NH2:7])[CH2:9][CH2:10][CH:11]4[CH2:12]3)=[C:17]([F:34])[CH:18]=2)[N:23]([CH:28]2[CH2:30][CH2:29]2)[C:22]1=[O:31]. The yield is 0.690. (2) The reactants are [Cl:1][C:2]1[CH:7]=[C:6]([N+:8]([O-:10])=[O:9])[CH:5]=[CH:4][C:3]=1F.[C:12]1([OH:18])[CH:17]=[CH:16][CH:15]=[CH:14][CH:13]=1.C(=O)([O-])[O-].[K+].[K+]. The catalyst is CN(C)C=O. The product is [Cl:1][C:2]1[CH:7]=[C:6]([N+:8]([O-:10])=[O:9])[CH:5]=[CH:4][C:3]=1[O:18][C:12]1[CH:17]=[CH:16][CH:15]=[CH:14][CH:13]=1. The yield is 1.08. (3) The reactants are Br[C:2]1[CH:7]=[CH:6][C:5]([S:8]([N:11]([C:13]2[CH:32]=[CH:31][C:16]3[N:17]([CH2:24][CH:25]4[CH2:30][CH2:29][CH2:28][CH2:27][CH2:26]4)[C:18]([C:20]([CH3:23])([CH3:22])[CH3:21])=[N:19][C:15]=3[CH:14]=2)[CH3:12])(=[O:10])=[O:9])=[CH:4][CH:3]=1.C(CN)O.[CH3:37][N:38](C=O)[CH3:39]. No catalyst specified. The product is [C:20]([C:18]1[N:17]([CH2:24][CH:25]2[CH2:30][CH2:29][CH2:28][CH2:27][CH2:26]2)[C:16]2[CH:31]=[CH:32][C:13]([N:11]([CH3:12])[S:8]([C:5]3[CH:6]=[CH:7][C:2]([N:38]([CH3:39])[CH3:37])=[CH:3][CH:4]=3)(=[O:10])=[O:9])=[CH:14][C:15]=2[N:19]=1)([CH3:23])([CH3:22])[CH3:21]. The yield is 0.340. (4) The reactants are [Cl:1][CH2:2][CH2:3][C:4]([NH:6][CH:7]1[CH2:13][CH:12]2[N:14]([C:15]3[C:24]4[C:19](=[CH:20][CH:21]=[CH:22][CH:23]=4)[C:18]([C:25]#[N:26])=[CH:17][CH:16]=3)[CH:9]([CH2:10][CH2:11]2)[CH2:8]1)=[O:5].[CH2:27]([NH:29][CH2:30][CH3:31])[CH3:28].C(=O)([O-])[O-].[K+].[K+]. The catalyst is C(#N)C. The product is [ClH:1].[C:25]([C:18]1[C:19]2[C:24](=[CH:23][CH:22]=[CH:21][CH:20]=2)[C:15]([N:14]2[CH:12]3[CH2:11][CH2:10][CH:9]2[CH2:8][CH:7]([NH:6][C:4](=[O:5])[CH2:3][CH2:2][N:29]([CH2:30][CH3:31])[CH2:27][CH3:28])[CH2:13]3)=[CH:16][CH:17]=1)#[N:26]. The yield is 0.190. (5) The product is [CH2:1]([S:3]([N:6]1[CH2:7][CH2:8][CH:9]([C:12]2[C:20]3[C:15](=[C:16]([C:29]([NH2:31])=[O:30])[CH:17]=[C:18]([C:21]4[CH:26]=[CH:25][CH:24]=[C:23]([CH2:27][N:32]5[CH2:37][CH2:36][CH2:35][CH2:34][CH2:33]5)[CH:22]=4)[CH:19]=3)[NH:14][CH:13]=2)[CH2:10][CH2:11]1)(=[O:4])=[O:5])[CH3:2]. The catalyst is C(Cl)Cl. The yield is 0.505. The reactants are [CH2:1]([S:3]([N:6]1[CH2:11][CH2:10][CH:9]([C:12]2[C:20]3[C:15](=[C:16]([C:29]([NH2:31])=[O:30])[CH:17]=[C:18]([C:21]4[CH:26]=[CH:25][CH:24]=[C:23]([CH:27]=O)[CH:22]=4)[CH:19]=3)[NH:14][CH:13]=2)[CH2:8][CH2:7]1)(=[O:5])=[O:4])[CH3:2].[NH:32]1[CH2:37][CH2:36][CH2:35][CH2:34][CH2:33]1.[BH-](OC(C)=O)(OC(C)=O)OC(C)=O.[Na+]. (6) The reactants are [Cl:1][C:2]1[CH:10]=[C:9]([O:11][CH:12]([CH3:14])[CH3:13])[C:8]([N:15]2[CH:19]=[CH:18][CH:17]=[N:16]2)=[CH:7][C:3]=1[C:4]([NH2:6])=[O:5].[C:20](Cl)(=[O:24])C(Cl)=O.[NH2:26][C:27]1[S:28][C:29]2[CH:35]=[C:34]([S:36]([CH:39]3[CH2:44][CH2:43][N:42](C(OC(C)(C)C)=O)[CH2:41][CH2:40]3)(=[O:38])=[O:37])[CH:33]=[CH:32][C:30]=2[N:31]=1. The catalyst is C1COCC1.Cl. The product is [Cl:1][C:2]1[CH:10]=[C:9]([O:11][CH:12]([CH3:14])[CH3:13])[C:8]([N:15]2[CH:19]=[CH:18][CH:17]=[N:16]2)=[CH:7][C:3]=1[C:4]([NH:6][C:20](=[O:24])[NH:26][C:27]1[S:28][C:29]2[CH:35]=[C:34]([S:36]([CH:39]3[CH2:44][CH2:43][NH:42][CH2:41][CH2:40]3)(=[O:38])=[O:37])[CH:33]=[CH:32][C:30]=2[N:31]=1)=[O:5]. The yield is 0.340. (7) The reactants are [Br:1][C:2]1[CH:9]=[CH:8][C:5]([CH:6]=O)=[C:4]([O:10][CH2:11][C:12]#[C:13][C:14]2[C:18]([C:19]([F:22])([F:21])[F:20])=[C:17]([C:23]3[CH:28]=[CH:27][CH:26]=[CH:25][CH:24]=3)[O:16][N:15]=2)[CH:3]=1.Cl.[NH2:30][OH:31].C([O-])(=O)C.[Na+]. The catalyst is CO. The product is [Br:1][C:2]1[CH:9]=[CH:8][C:5](/[CH:6]=[N:30]/[OH:31])=[C:4]([O:10][CH2:11][C:12]#[C:13][C:14]2[C:18]([C:19]([F:21])([F:20])[F:22])=[C:17]([C:23]3[CH:24]=[CH:25][CH:26]=[CH:27][CH:28]=3)[O:16][N:15]=2)[CH:3]=1. The yield is 0.970.